Predict the reactants needed to synthesize the given product. From a dataset of Full USPTO retrosynthesis dataset with 1.9M reactions from patents (1976-2016). (1) Given the product [CH3:1][O:2][C:3](=[O:27])[C:4]1[CH:5]=[CH:6][C:7]([C:10]2[N:14]([C:15]3[CH:20]=[CH:19][C:18]([OH:21])=[CH:17][CH:16]=3)[C:13]3[CH:23]=[CH:24][CH:25]=[CH:26][C:12]=3[N:11]=2)=[CH:8][CH:9]=1, predict the reactants needed to synthesize it. The reactants are: [CH3:1][O:2][C:3](=[O:27])[C:4]1[CH:9]=[CH:8][C:7]([C:10]2[N:14]([C:15]3[CH:20]=[CH:19][C:18]([O:21]C)=[CH:17][CH:16]=3)[C:13]3[CH:23]=[CH:24][CH:25]=[CH:26][C:12]=3[N:11]=2)=[CH:6][CH:5]=1.B(Br)(Br)Br.CO.C(=O)(O)[O-].[Na+]. (2) Given the product [Cl:1][C:2]1[C:3]([C:14]2[S:18][C:17]([N:19]([CH3:30])[CH:20]3[CH2:21][C:22]([CH3:29])([CH3:28])[NH:23][C:24]([CH3:26])([CH3:27])[CH2:25]3)=[N:16][N:15]=2)=[C:4]([OH:33])[CH:5]=[C:6]([C:8]2[CH:9]=[N:10][N:11]([CH3:13])[CH:12]=2)[CH:7]=1, predict the reactants needed to synthesize it. The reactants are: [Cl:1][C:2]1[CH:7]=[C:6]([C:8]2[CH:9]=[N:10][N:11]([CH3:13])[CH:12]=2)[CH:5]=[CH:4][C:3]=1[C:14]1[S:18][C:17]([N:19]([CH3:30])[CH:20]2[CH2:25][C:24]([CH3:27])([CH3:26])[NH:23][C:22]([CH3:29])([CH3:28])[CH2:21]2)=[N:16][N:15]=1.CC(O)=[O:33].CC(OC(C)=O)=O. (3) Given the product [F:49][C:48]([F:51])([F:50])[C:46]([OH:52])=[O:47].[Cl:1][C:2]1[CH:7]=[C:6]([C:8]2[NH:9][C:10](=[O:36])[CH:11]=[C:12]3[C:17]=2[CH:16]=[CH:15][C:14]([S:18]([NH:21][C:31]2[CH:35]=[CH:34][O:33][N:32]=2)(=[O:19])=[O:20])=[CH:13]3)[C:5]([O:37][CH3:38])=[CH:4][C:3]=1[C:39]1[CH:44]=[CH:43][CH:42]=[C:41]([F:45])[CH:40]=1, predict the reactants needed to synthesize it. The reactants are: [Cl:1][C:2]1[CH:7]=[C:6]([C:8]2[C:17]3[C:12](=[CH:13][C:14]([S:18]([N:21]([C:31]4[CH:35]=[CH:34][O:33][N:32]=4)CC4C=CC(OC)=CC=4)(=[O:20])=[O:19])=[CH:15][CH:16]=3)[CH:11]=[C:10]([OH:36])[N:9]=2)[C:5]([O:37][CH3:38])=[CH:4][C:3]=1[C:39]1[CH:44]=[CH:43][CH:42]=[C:41]([F:45])[CH:40]=1.[C:46]([OH:52])([C:48]([F:51])([F:50])[F:49])=[O:47]. (4) Given the product [CH2:16]([O:15][C:13]([N:1]1[CH2:6][CH2:5][O:4][CH2:3][CH:2]1[C:7]([OH:9])=[O:8])=[O:14])[C:17]1[CH:22]=[CH:21][CH:20]=[CH:19][CH:18]=1, predict the reactants needed to synthesize it. The reactants are: [NH:1]1[CH2:6][CH2:5][O:4][CH2:3][CH:2]1[C:7]([OH:9])=[O:8].[OH-].[Na+].Cl[C:13]([O:15][CH2:16][C:17]1[CH:22]=[CH:21][CH:20]=[CH:19][CH:18]=1)=[O:14]. (5) Given the product [CH3:1][C:2]1[CH:3]=[C:4]([CH2:14][OH:15])[N:5]=[N:6][C:7]=1[O:8][CH2:9][C:10]([F:12])([F:13])[F:11], predict the reactants needed to synthesize it. The reactants are: [CH3:1][C:2]1[CH:3]=[C:4]([C:14](OCC)=[O:15])[N:5]=[N:6][C:7]=1[O:8][CH2:9][C:10]([F:13])([F:12])[F:11].[BH4-].[Li+]. (6) Given the product [CH:22]1([C:20]2[O:8][C:7]3=[N:6][C:5]([C:9]([O:11][CH3:12])=[O:10])=[CH:4][CH:3]=[C:2]3[CH:21]=2)[CH2:24][CH2:23]1, predict the reactants needed to synthesize it. The reactants are: Br[C:2]1[CH:3]=[CH:4][C:5]([C:9]([O:11][CH3:12])=[O:10])=[N:6][C:7]=1[OH:8].C(N(CC)CC)C.[C:20]([CH:22]1[CH2:24][CH2:23]1)#[CH:21]. (7) The reactants are: [CH:1]1([C:7]2[C:15]3[C:14](=[O:16])[NH:13][C:12]([C:17]4[CH:22]=[CH:21][C:20]([N:23]5[CH2:28][CH2:27][CH:26]([OH:29])[CH2:25][CH2:24]5)=[CH:19][C:18]=4[O:30][CH3:31])=[N:11][C:10]=3[N:9]([CH3:32])[N:8]=2)[CH2:6][CH2:5][CH2:4][CH2:3][CH2:2]1.[CH3:33][S:34]([OH:37])(=[O:36])=[O:35]. Given the product [CH3:33][S:34]([OH:37])(=[O:36])=[O:35].[CH:1]1([C:7]2[C:15]3[C:14](=[O:16])[NH:13][C:12]([C:17]4[CH:22]=[CH:21][C:20]([N:23]5[CH2:28][CH2:27][CH:26]([OH:29])[CH2:25][CH2:24]5)=[CH:19][C:18]=4[O:30][CH3:31])=[N:11][C:10]=3[N:9]([CH3:32])[N:8]=2)[CH2:2][CH2:3][CH2:4][CH2:5][CH2:6]1, predict the reactants needed to synthesize it.